Task: Predict the reactants needed to synthesize the given product.. Dataset: Full USPTO retrosynthesis dataset with 1.9M reactions from patents (1976-2016) Given the product [CH:21]1([C:8]2[CH:9]=[C:10]([C:13]3[N:18]=[CH:17][C:16]([CH:19]=[O:20])=[CH:15][CH:14]=3)[CH:11]=[CH:12][C:7]=2[OH:6])[CH2:22][CH2:23][CH2:24][CH2:25][CH2:26]1, predict the reactants needed to synthesize it. The reactants are: C([Si](C)(C)[O:6][C:7]1[CH:12]=[CH:11][C:10]([C:13]2[N:18]=[CH:17][C:16]([CH:19]=[O:20])=[CH:15][CH:14]=2)=[CH:9][C:8]=1[CH:21]1[CH2:26][CH2:25][CH2:24][CH2:23][CH2:22]1)(C)(C)C.[F-].C([N+](CCCC)(CCCC)CCCC)CCC.